This data is from Forward reaction prediction with 1.9M reactions from USPTO patents (1976-2016). The task is: Predict the product of the given reaction. (1) Given the reactants CN(/[CH:4]=[C:5]1/[C:6](=O)[C:7]2[C:12]([C@H:13]([C:15]3[CH:20]=[CH:19][CH:18]=[CH:17][C:16]=3[F:21])[CH2:14]/1)=[CH:11][CH:10]=[CH:9][CH:8]=2)C.[OH:23][CH2:24][CH2:25][C:26]1[CH:31]=[CH:30][CH:29]=[CH:28][C:27]=1[NH:32][C:33]([NH2:35])=[NH:34], predict the reaction product. The product is: [F:21][C:16]1[CH:17]=[CH:18][CH:19]=[CH:20][C:15]=1[C@H:13]1[C:12]2[CH:11]=[CH:10][CH:9]=[CH:8][C:7]=2[C:6]2[N:35]=[C:33]([NH:32][C:27]3[CH:28]=[CH:29][CH:30]=[CH:31][C:26]=3[CH2:25][CH2:24][OH:23])[N:34]=[CH:4][C:5]=2[CH2:14]1. (2) Given the reactants [NH2:1][C:2]1[N:7]([CH3:8])[C:6](=[O:9])[NH:5][C:4](=[O:10])[C:3]=1[N:11]([CH2:24][C@H:25]1[CH2:30][CH2:29][C@H:28]([CH3:31])[CH2:27][CH2:26]1)[C:12]([C:14]1([C:18]2[CH:23]=[CH:22][CH:21]=[CH:20][CH:19]=2)[CH2:17][CH2:16][CH2:15]1)=O.S([O-])([O-])(=O)=O.[NH4+].[NH4+], predict the reaction product. The product is: [CH3:8][N:7]1[C:2]2[N:1]=[C:12]([C:14]3([C:18]4[CH:23]=[CH:22][CH:21]=[CH:20][CH:19]=4)[CH2:17][CH2:16][CH2:15]3)[N:11]([CH2:24][C@H:25]3[CH2:26][CH2:27][C@H:28]([CH3:31])[CH2:29][CH2:30]3)[C:3]=2[C:4](=[O:10])[NH:5][C:6]1=[O:9]. (3) The product is: [CH3:1][N:2]([CH2:13][C:14]1[N:18]([CH2:19][C@H:20]2[CH2:25][CH2:24][CH2:23][NH:22][CH2:21]2)[C:17]2[CH:33]=[CH:34][CH:35]=[CH:36][C:16]=2[N:15]=1)[C@H:3]1[C:12]2[N:11]=[CH:10][CH:9]=[CH:8][C:7]=2[CH2:6][CH2:5][CH2:4]1. Given the reactants [CH3:1][N:2]([CH2:13][C:14]1[N:18]([CH2:19][C@H:20]2[CH2:25][CH2:24][CH2:23][N:22](C(OC(C)(C)C)=O)[CH2:21]2)[C:17]2[CH:33]=[CH:34][CH:35]=[CH:36][C:16]=2[N:15]=1)[C@H:3]1[C:12]2[N:11]=[CH:10][CH:9]=[CH:8][C:7]=2[CH2:6][CH2:5][CH2:4]1.CN(CC1N(C[C@H]2CCCNC2)C2C=CC=CC=2N=1)[C@@H]1C2N=CC=CC=2CCC1, predict the reaction product. (4) Given the reactants CC(C)([O-])C.[K+].[Br-].[Br:8][CH2:9][P+](C1C=CC=CC=1)(C1C=CC=CC=1)C1C=CC=CC=1.[CH:29]1([NH:34][C:35]2[N:43]=[CH:42][N:41]=[C:40]3[C:36]=2[N:37]=[CH:38][N:39]3[C@H:44]2[CH:51]3[C@H:47]([O:48][C:49]([CH3:53])([CH3:52])[O:50]3)[C@@H:46]([CH2:54][CH:55]=O)[O:45]2)[CH2:33][CH2:32][CH2:31][CH2:30]1, predict the reaction product. The product is: [Br:8]/[CH:9]=[CH:55]/[CH2:54][C@@H:46]1[C@@H:47]2[CH:51]([O:50][C:49]([CH3:53])([CH3:52])[O:48]2)[C@H:44]([N:39]2[CH:38]=[N:37][C:36]3[C:40]2=[N:41][CH:42]=[N:43][C:35]=3[NH:34][CH:29]2[CH2:30][CH2:31][CH2:32][CH2:33]2)[O:45]1.